From a dataset of Full USPTO retrosynthesis dataset with 1.9M reactions from patents (1976-2016). Predict the reactants needed to synthesize the given product. (1) Given the product [Cl:19][C:14]1[CH:15]=[CH:16][CH:17]=[CH:18][C:13]=1[C:8]([C:3]1[CH:4]=[CH:5][CH:6]=[CH:7][C:2]=1[Cl:1])([OH:12])[C:9]([NH:20][CH2:21][CH2:22][CH2:23][N:24]1[CH2:29][CH2:28][CH:27]([C:30]2[CH:31]=[C:32]([NH:37][C:38](=[O:42])[CH:39]([CH3:40])[CH3:41])[CH:33]=[CH:34][C:35]=2[CH3:36])[CH2:26][CH2:25]1)=[O:11], predict the reactants needed to synthesize it. The reactants are: [Cl:1][C:2]1[CH:7]=[CH:6][CH:5]=[CH:4][C:3]=1[C:8]([C:13]1[CH:18]=[CH:17][CH:16]=[CH:15][C:14]=1[Cl:19])([OH:12])[C:9]([OH:11])=O.[NH2:20][CH2:21][CH2:22][CH2:23][N:24]1[CH2:29][CH2:28][CH:27]([C:30]2[CH:31]=[C:32]([NH:37][C:38](=[O:42])[CH:39]([CH3:41])[CH3:40])[CH:33]=[CH:34][C:35]=2[CH3:36])[CH2:26][CH2:25]1. (2) Given the product [O:1]=[C:2]1[NH:6][C@@H:5]([C@@H:7]([CH3:18])[C:8]([OH:10])=[O:9])[CH2:4][O:3]1, predict the reactants needed to synthesize it. The reactants are: [O:1]=[C:2]1[NH:6][C@@H:5]([C@@H:7]([CH3:18])[C:8]([O:10]CC2C=CC=CC=2)=[O:9])[CH2:4][O:3]1. (3) Given the product [Br:1][C:2]1[CH:3]=[CH:4][C:5]([C:13]2[CH:14]=[N:15][CH:16]=[C:11]([F:10])[CH:12]=2)=[C:6]([CH3:8])[CH:7]=1, predict the reactants needed to synthesize it. The reactants are: [Br:1][C:2]1[CH:3]=[CH:4][C:5](I)=[C:6]([CH3:8])[CH:7]=1.[F:10][C:11]1[CH:12]=[C:13](B(O)O)[CH:14]=[N:15][CH:16]=1. (4) Given the product [CH3:13][O:12][C:10]1[CH:9]=[CH:8][C:7]2[O:14][CH2:2][C:3](=[O:4])[NH:5][C:6]=2[CH:11]=1, predict the reactants needed to synthesize it. The reactants are: Br[CH2:2][C:3]([NH:5][C:6]1[CH:11]=[C:10]([O:12][CH3:13])[CH:9]=[CH:8][C:7]=1[OH:14])=[O:4].C(=O)([O-])[O-].[K+].[K+].CC#N.O.FC(F)(F)C(O)=O.